This data is from Catalyst prediction with 721,799 reactions and 888 catalyst types from USPTO. The task is: Predict which catalyst facilitates the given reaction. (1) Reactant: [CH:1]1([NH:4][C:5](=[O:25])[C:6]2[CH:11]=[CH:10][C:9]([CH3:12])=[C:8]([N:13]3[C:22](=[O:23])[C:21]4[C:16](=[CH:17][CH:18]=[C:19]([OH:24])[CH:20]=4)[N:15]=[CH:14]3)[CH:7]=2)[CH2:3][CH2:2]1.Br[CH2:27][CH2:28][Cl:29].C(=O)([O-])[O-].[K+].[K+]. Product: [Cl:29][CH2:28][CH2:27][O:24][C:19]1[CH:20]=[C:21]2[C:16](=[CH:17][CH:18]=1)[N:15]=[CH:14][N:13]([C:8]1[CH:7]=[C:6]([CH:11]=[CH:10][C:9]=1[CH3:12])[C:5]([NH:4][CH:1]1[CH2:3][CH2:2]1)=[O:25])[C:22]2=[O:23]. The catalyst class is: 39. (2) Reactant: [F:1][C:2]1[CH:3]=[C:4]([CH:7]=[C:8]([C@H:10]2[CH2:12][O:11]2)[CH:9]=1)[C:5]#[N:6].[Si:13]([O:20][C@H:21]1[CH2:25][CH2:24][NH:23][CH2:22]1)([C:16]([CH3:19])([CH3:18])[CH3:17])([CH3:15])[CH3:14]. Product: [Si:13]([O:20][C@H:21]1[CH2:25][CH2:24][N:23]([CH2:12][C@H:10]([C:8]2[CH:7]=[C:4]([CH:3]=[C:2]([F:1])[CH:9]=2)[C:5]#[N:6])[OH:11])[CH2:22]1)([C:16]([CH3:19])([CH3:18])[CH3:17])([CH3:15])[CH3:14]. The catalyst class is: 8. (3) The catalyst class is: 693. Product: [N:13]1([S:10]([C:7]2[CH:6]=[CH:5][C:4]([NH2:1])=[CH:9][CH:8]=2)(=[O:12])=[O:11])[CH2:14][CH2:15][O:16][CH2:17][CH2:18]1. Reactant: [N+:1]([C:4]1[CH:9]=[CH:8][C:7]([S:10]([N:13]2[CH2:18][CH2:17][O:16][CH2:15][CH2:14]2)(=[O:12])=[O:11])=[CH:6][CH:5]=1)([O-])=O.[Cl-].[NH4+]. (4) Reactant: C([Li])CCC.Br[C:7]1[CH:12]=[CH:11][C:10]([CH3:13])=[CH:9][C:8]=1[F:14].[C:15]([CH:17]1[CH2:19][CH:18]1[C:20](N(OC)C)=[O:21])#[N:16].O. Product: [F:14][C:8]1[CH:9]=[C:10]([CH3:13])[CH:11]=[CH:12][C:7]=1[C:20]([CH:18]1[CH2:19][CH:17]1[C:15]#[N:16])=[O:21]. The catalyst class is: 323. (5) Reactant: Br[C:2]1[CH:7]=[CH:6][C:5]([CH2:8][C:9]([O:11][CH2:12][CH3:13])=[O:10])=[CH:4][CH:3]=1.[N:14]1([CH2:20][CH2:21][NH2:22])[CH2:19][CH2:18][O:17][CH2:16][CH2:15]1.[O-]P([O-])([O-])=O.[K+].[K+].[K+].CC(P(C(C)(C)C)C1C(C2C=CC=CC=2)=CC=CC=1)(C)C. Product: [N:14]1([CH2:20][CH2:21][NH:22][C:2]2[CH:7]=[CH:6][C:5]([CH2:8][C:9]([O:11][CH2:12][CH3:13])=[O:10])=[CH:4][CH:3]=2)[CH2:19][CH2:18][O:17][CH2:16][CH2:15]1. The catalyst class is: 11. (6) Reactant: Cl[CH2:2][CH2:3][CH2:4][CH:5]([C:15]1O[C:17]([C:20]2[CH:25]=[CH:24][C:23]([C:26]3[O:30][C:29]([CH3:31])=[N:28][CH:27]=3)=[C:22]([O:32][CH3:33])[CH:21]=2)=[N:18][N:19]=1)[C:6]1[CH:11]=[C:10]([F:12])[C:9]([F:13])=[C:8]([F:14])[CH:7]=1.C([O-])(=O)C.[NH4+:38]. Product: [CH3:33][O:32][C:22]1[CH:21]=[C:20]([C:17]2[N:38]=[C:15]3[CH:5]([C:6]4[CH:11]=[C:10]([F:12])[C:9]([F:13])=[C:8]([F:14])[CH:7]=4)[CH2:4][CH2:3][CH2:2][N:19]3[N:18]=2)[CH:25]=[CH:24][C:23]=1[C:26]1[O:30][C:29]([CH3:31])=[N:28][CH:27]=1. The catalyst class is: 15. (7) Reactant: [NH2:1][C:2]1[CH:7]=[CH:6][C:5]([N:8]2[C:20]3[CH2:19][CH2:18][CH2:17][C:16](=[O:21])[C:15]=3[C:14]3[C:9]2=[CH:10][CH:11]=[CH:12][CH:13]=3)=[C:4]([Cl:22])[CH:3]=1.C(#N)C.N1C=CC=CC=1.[C:32](OC(=O)C)(=[O:34])[CH3:33]. Product: [Cl:22][C:4]1[CH:3]=[C:2]([NH:1][C:32](=[O:34])[CH3:33])[CH:7]=[CH:6][C:5]=1[N:8]1[C:20]2[CH2:19][CH2:18][CH2:17][C:16](=[O:21])[C:15]=2[C:14]2[C:9]1=[CH:10][CH:11]=[CH:12][CH:13]=2. The catalyst class is: 13. (8) Reactant: Br[C:2]1[CH:3]=[N:4][CH:5]=[C:6]([CH:21]=1)[C:7]([NH:9][C:10]1[CH:15]=[CH:14][C:13]([O:16][C:17]([F:20])([F:19])[F:18])=[CH:12][CH:11]=1)=[O:8].O1CCCCC1[O:28][CH2:29][CH2:30][N:31]1[CH:35]=[C:34](B2OC(C)(C)C(C)(C)O2)[CH:33]=[N:32]1.C([O-])([O-])=O.[K+].[K+].O. Product: [OH:28][CH2:29][CH2:30][N:31]1[CH:35]=[C:34]([C:2]2[CH:3]=[N:4][CH:5]=[C:6]([CH:21]=2)[C:7]([NH:9][C:10]2[CH:15]=[CH:14][C:13]([O:16][C:17]([F:20])([F:19])[F:18])=[CH:12][CH:11]=2)=[O:8])[CH:33]=[N:32]1. The catalyst class is: 12. (9) Reactant: [NH2:1][CH2:2][CH:3]([NH:11][C:12](=[O:18])[O:13][C:14]([CH3:17])([CH3:16])[CH3:15])[C:4]1[CH:9]=[CH:8][CH:7]=[CH:6][C:5]=1[Cl:10].[O-:19][C:20]#[N:21].[K+].Cl. Product: [C:20]([NH:1][CH2:2][CH:3]([NH:11][C:12](=[O:18])[O:13][C:14]([CH3:15])([CH3:17])[CH3:16])[C:4]1[CH:9]=[CH:8][CH:7]=[CH:6][C:5]=1[Cl:10])(=[O:19])[NH2:21]. The catalyst class is: 72.